This data is from Forward reaction prediction with 1.9M reactions from USPTO patents (1976-2016). The task is: Predict the product of the given reaction. Given the reactants [OH:1][CH2:2][CH2:3][CH2:4][C:5]1[C:13]2[C:8](=[CH:9][CH:10]=[CH:11][CH:12]=2)[NH:7][C:6]=1[C:14]([O:16][CH2:17][CH3:18])=[O:15].[Cl:19][C:20]1[CH:25]=[CH:24][C:23](O)=[CH:22][C:21]=1[CH2:27][CH3:28], predict the reaction product. The product is: [Cl:19][C:20]1[CH:25]=[CH:24][C:23]([O:1][CH2:2][CH2:3][CH2:4][C:5]2[C:13]3[C:8](=[CH:9][CH:10]=[CH:11][CH:12]=3)[NH:7][C:6]=2[C:14]([O:16][CH2:17][CH3:18])=[O:15])=[CH:22][C:21]=1[CH2:27][CH3:28].